From a dataset of Forward reaction prediction with 1.9M reactions from USPTO patents (1976-2016). Predict the product of the given reaction. (1) Given the reactants S(OOS([O-])(=O)=O)([O-])(=O)=O.[K+].[K+].O=O.[C:15]([O-])(=O)[CH2:16][CH2:17][CH2:18]CCCC/C=C\[CH2:25][CH2:26][CH2:27][CH2:28][CH2:29][CH2:30][CH2:31][CH3:32].[Na+].[Na].C=CC=C.C=CC1C=CC=CC=1, predict the reaction product. The product is: [CH2:15]=[CH:16][CH:17]=[CH2:18].[CH2:32]=[CH:31][C:30]1[CH:25]=[CH:26][CH:27]=[CH:28][CH:29]=1. (2) Given the reactants Br[C:2]1[CH:3]=[C:4]([C:16]#[N:17])[CH:5]=[C:6]2[C:10]=1[N:9]([CH3:11])[C:8]([C:12]([NH2:14])=[O:13])=[C:7]2[CH3:15].[C:18]([C:20]1[CH:25]=[CH:24][C:23](B(O)O)=[CH:22][CH:21]=1)#[N:19], predict the reaction product. The product is: [C:16]([C:4]1[CH:5]=[C:6]2[C:10](=[C:2]([C:23]3[CH:24]=[CH:25][C:20]([C:18]#[N:19])=[CH:21][CH:22]=3)[CH:3]=1)[N:9]([CH3:11])[C:8]([C:12]([NH2:14])=[O:13])=[C:7]2[CH3:15])#[N:17]. (3) Given the reactants BrC1[C:11]2[C:6](=[CH:7][CH:8]=[C:9]([O:12][CH3:13])[CH:10]=2)[N:5]=[CH:4][C:3]=1[C:14]([OH:16])=O.C(Cl)(=O)C(Cl)=O.[NH4+:23].[OH-].[CH2:25]([Cl:27])Cl, predict the reaction product. The product is: [Cl:27][C:25]1[C:11]2[C:6](=[CH:7][CH:8]=[C:9]([O:12][CH3:13])[CH:10]=2)[N:5]=[CH:4][C:3]=1[C:14]([NH2:23])=[O:16]. (4) The product is: [CH2:11]([NH:14][C:15]([N:2]1[C:3](=[O:10])[C:4]2[CH:9]=[CH:8][CH:7]=[CH:6][C:5]=2[S:1]1)=[O:16])[CH:12]=[CH2:13]. Given the reactants [S:1]1[C:5]2[CH:6]=[CH:7][CH:8]=[CH:9][C:4]=2[C:3](=[O:10])[NH:2]1.[CH2:11]([N:14]=[C:15]=[O:16])[CH:12]=[CH2:13], predict the reaction product. (5) Given the reactants [CH2:1]([N:8]1[CH2:13][CH2:12][C:11]2([CH2:21][C:20]3[C:15](=[CH:16][C:17]([O:22][CH3:23])=[CH:18][CH:19]=3)[C:14]2=[O:24])[CH2:10][CH2:9]1)[C:2]1[CH:7]=[CH:6][CH:5]=[CH:4][CH:3]=1.[BH4-].[Na+], predict the reaction product. The product is: [CH2:1]([N:8]1[CH2:13][CH2:12][C:11]2([CH2:21][C:20]3[C:15](=[CH:16][C:17]([O:22][CH3:23])=[CH:18][CH:19]=3)[CH:14]2[OH:24])[CH2:10][CH2:9]1)[C:2]1[CH:7]=[CH:6][CH:5]=[CH:4][CH:3]=1. (6) Given the reactants [Cl:1][C:2]1[CH:7]=[CH:6][C:5]([C:8]2[CH:13]=[CH:12][N:11]=[C:10]([NH:14][C:15]3[CH:20]=[CH:19][C:18]([C:21]([N:23]4[CH2:28][CH2:27][C:26](=O)[CH2:25][CH2:24]4)=[O:22])=[CH:17][CH:16]=3)[N:9]=2)=[CH:4][CH:3]=1.[CH:30]([NH2:33])([CH3:32])[CH3:31].C([BH3-])#N.[Na+].Cl, predict the reaction product. The product is: [ClH:1].[CH3:31][CH:30]([NH:33][CH:26]1[CH2:27][CH2:28][N:23]([C:21]([C:18]2[CH:17]=[CH:16][C:15]([NH:14][C:10]3[N:9]=[C:8]([C:5]4[CH:6]=[CH:7][C:2]([Cl:1])=[CH:3][CH:4]=4)[CH:13]=[CH:12][N:11]=3)=[CH:20][CH:19]=2)=[O:22])[CH2:24][CH2:25]1)[CH3:32]. (7) Given the reactants C(=O)([O-])[O-].[K+].[K+].[CH2:7]1[C:15]2[CH:14]=[CH:13][CH:12]=[C:11]([OH:16])[C:10]=2[CH2:9][CH2:8]1.[CH2:17](Br)[CH:18]=[CH2:19], predict the reaction product. The product is: [CH2:19]([O:16][C:11]1[CH:12]=[CH:13][CH:14]=[C:15]2[C:10]=1[CH2:9][CH2:8][CH2:7]2)[CH:18]=[CH2:17].